Dataset: Catalyst prediction with 721,799 reactions and 888 catalyst types from USPTO. Task: Predict which catalyst facilitates the given reaction. (1) Reactant: [Cl-:1].[CH2:2]([N:4]([CH2:14][CH3:15])[CH2:5][CH2:6][CH2:7][CH2:8][CH2:9][CH2:10][C:11](O)=[O:12])[CH3:3]. Product: [CH2:2]([N:4]([CH2:14][CH3:15])[CH2:5][CH2:6][CH2:7][CH2:8][CH2:9][CH2:10][C:11]([Cl:1])=[O:12])[CH3:3]. The catalyst class is: 1. (2) Reactant: F[C:2]1[CH:7]=[C:6]([C:8]2[CH:9]=[C:10]([CH:12]=[CH:13][C:14]=2[CH3:15])[NH2:11])[CH:5]=[C:4]([N:16]2[CH2:21][CH2:20][O:19][CH2:18][CH2:17]2)[N:3]=1.[O:22]1[CH2:27][CH2:26][CH2:25][CH2:24][CH:23]1[O:28][CH2:29][CH2:30][OH:31].[H-].[Na+]. Product: [CH3:15][C:14]1[CH:13]=[CH:12][C:10]([NH2:11])=[CH:9][C:8]=1[C:6]1[CH:7]=[C:2]([O:31][CH2:30][CH2:29][O:28][CH:23]2[CH2:24][CH2:25][CH2:26][CH2:27][O:22]2)[N:3]=[C:4]([N:16]2[CH2:21][CH2:20][O:19][CH2:18][CH2:17]2)[CH:5]=1. The catalyst class is: 12. (3) Reactant: Cl[C:2]1[C:3]2[NH:10][CH:9]=[CH:8][C:4]=2[N:5]=[CH:6][N:7]=1.[NH2:11][C:12]1[CH:17]=[CH:16][C:15]([OH:18])=[CH:14][C:13]=1[Cl:19].C(=O)([O-])[O-].[K+].[K+].CN1CCCC1=O. Product: [Cl:19][C:13]1[CH:14]=[C:15]([O:18][C:2]2[C:3]3[NH:10][CH:9]=[CH:8][C:4]=3[N:5]=[CH:6][N:7]=2)[CH:16]=[CH:17][C:12]=1[NH2:11]. The catalyst class is: 6.